Dataset: Catalyst prediction with 721,799 reactions and 888 catalyst types from USPTO. Task: Predict which catalyst facilitates the given reaction. (1) Reactant: [CH2:1]([C:8]1[S:12][C:11]([NH:13][C:14]([C:16]2[CH:21]=[CH:20][C:19]([CH:22]3[CH2:27][CH2:26][CH:25]([C:28]([O:30]C(C)(C)C)=[O:29])[CH2:24][CH2:23]3)=[CH:18][CH:17]=2)=[O:15])=[N:10][N:9]=1)[C:2]1[CH:7]=[CH:6][CH:5]=[CH:4][CH:3]=1.FC(F)(F)C(O)=O. Product: [CH2:1]([C:8]1[S:12][C:11]([NH:13][C:14]([C:16]2[CH:17]=[CH:18][C:19]([CH:22]3[CH2:27][CH2:26][CH:25]([C:28]([OH:30])=[O:29])[CH2:24][CH2:23]3)=[CH:20][CH:21]=2)=[O:15])=[N:10][N:9]=1)[C:2]1[CH:7]=[CH:6][CH:5]=[CH:4][CH:3]=1. The catalyst class is: 4. (2) Reactant: [N:1]1([CH2:6][C:7]2[CH:14]=[CH:13][CH:12]=[CH:11][C:8]=2[C:9]#[N:10])[CH:5]=[CH:4][N:3]=[CH:2]1.[Li+].C[Si]([N-][Si](C)(C)C)(C)C.[CH3:25][C:26]([CH3:28])=[O:27].C(=O)(O)[O-].[Na+]. Product: [OH:27][C:26]([CH3:28])([CH3:25])[CH:6]([C:7]1[CH:14]=[CH:13][CH:12]=[CH:11][C:8]=1[C:9]#[N:10])[N:1]1[CH:5]=[CH:4][N:3]=[CH:2]1. The catalyst class is: 20. (3) Reactant: [CH3:1][N:2]1[C:6](S(C)(=O)=O)=[N:5][N:4]=[C:3]1[C:11]1[CH:16]=[CH:15][N:14]=[CH:13][CH:12]=1.[Cl:17][C:18]1[CH:19]=[C:20]([C:24]2[O:28][N:27]=[C:26]([CH:29]([OH:31])[CH3:30])[N:25]=2)[CH:21]=[CH:22][CH:23]=1.C(=O)([O-])[O-].[Cs+].[Cs+]. Product: [Cl:17][C:18]1[CH:19]=[C:20]([C:24]2[O:28][N:27]=[C:26]([CH:29]([O:31][C:6]3[N:2]([CH3:1])[C:3]([C:11]4[CH:16]=[CH:15][N:14]=[CH:13][CH:12]=4)=[N:4][N:5]=3)[CH3:30])[N:25]=2)[CH:21]=[CH:22][CH:23]=1. The catalyst class is: 3. (4) The catalyst class is: 800. Reactant: Br[C:2]1[C:7]([CH:8]([F:10])[F:9])=[CH:6][N:5]=[C:4]([Cl:11])[CH:3]=1.B1(B2OC(C)(C)C(C)(C)O2)OC(C)(C)C(C)(C)O1.C(Cl)Cl.CC([O-])=O.[K+].Br[C:39]1[S:40][C:41]2[C:47]([C:48]3[CH:53]=[CH:52][C:51]([Cl:54])=[CH:50][CH:49]=3)=[C:46]([C@H:55]([O:61][C:62]([CH3:65])([CH3:64])[CH3:63])[C:56]([O:58][CH2:59][CH3:60])=[O:57])[C:45]([CH3:66])=[CH:44][C:42]=2[N:43]=1.C([O-])([O-])=O.[K+].[K+]. Product: [C:62]([O:61][C@@H:55]([C:46]1[C:45]([CH3:66])=[CH:44][C:42]2[N:43]=[C:39]([C:2]3[C:7]([CH:8]([F:10])[F:9])=[CH:6][N:5]=[C:4]([Cl:11])[CH:3]=3)[S:40][C:41]=2[C:47]=1[C:48]1[CH:49]=[CH:50][C:51]([Cl:54])=[CH:52][CH:53]=1)[C:56]([O:58][CH2:59][CH3:60])=[O:57])([CH3:63])([CH3:64])[CH3:65]. (5) Reactant: [Cl-].[Ce+3].[Cl-].[Cl-].[BH4-:5].[Na+].[CH3:7][C:8]1[CH:13]=[CH:12][CH:11]=[CH:10][C:9]=1[PH:14](=O)[C:15]1[CH:20]=[CH:19][CH:18]=[CH:17][C:16]=1[CH3:21].[H-].[Al+3].[Li+].[H-].[H-].[H-].Cl. Product: [CH3:21][C:16]1[CH:17]=[CH:18][CH:19]=[CH:20][C:15]=1[PH:14][C:9]1[CH:10]=[CH:11][CH:12]=[CH:13][C:8]=1[CH3:7].[BH3:5]. The catalyst class is: 182. (6) Reactant: CN(C(ON1N=NC2C=CC=NC1=2)=[N+](C)C)C.F[P-](F)(F)(F)(F)F.[C:25]([C:29]1[CH:30]=[C:31]([N+:38]([O-:40])=[O:39])[C:32]([O:36][CH3:37])=[C:33]([CH:35]=1)[NH2:34])([CH3:28])([CH3:27])[CH3:26].[CH2:41]([O:48][CH2:49][C:50](O)=[O:51])[C:42]1[CH:47]=[CH:46][CH:45]=[CH:44][CH:43]=1.CCN(C(C)C)C(C)C. Product: [CH2:41]([O:48][CH2:49][C:50]([NH:34][C:33]1[CH:35]=[C:29]([C:25]([CH3:28])([CH3:26])[CH3:27])[CH:30]=[C:31]([N+:38]([O-:40])=[O:39])[C:32]=1[O:36][CH3:37])=[O:51])[C:42]1[CH:47]=[CH:46][CH:45]=[CH:44][CH:43]=1. The catalyst class is: 3. (7) Reactant: Cl.[F:2][C:3]1[CH:37]=[C:36]([NH:38][C:39]([N:41]2[CH2:45][CH2:44][N:43]([C:46]3[CH:51]=[CH:50][CH:49]=[CH:48][CH:47]=3)[C:42]2=[O:52])=[O:40])[CH:35]=[CH:34][C:4]=1[O:5][C:6]1[CH:11]=[CH:10][N:9]=[C:8]2[CH:12]=[C:13]([C:15]3[N:20]=[CH:19][C:18]([CH2:21][N:22]([CH2:30][CH2:31][O:32][CH3:33])C(=O)OC(C)(C)C)=[CH:17][CH:16]=3)[S:14][C:7]=12. Product: [F:2][C:3]1[CH:37]=[C:36]([NH:38][C:39]([N:41]2[CH2:45][CH2:44][N:43]([C:46]3[CH:47]=[CH:48][CH:49]=[CH:50][CH:51]=3)[C:42]2=[O:52])=[O:40])[CH:35]=[CH:34][C:4]=1[O:5][C:6]1[CH:11]=[CH:10][N:9]=[C:8]2[CH:12]=[C:13]([C:15]3[CH:16]=[CH:17][C:18]([CH2:21][NH:22][CH2:30][CH2:31][O:32][CH3:33])=[CH:19][N:20]=3)[S:14][C:7]=12. The catalyst class is: 2. (8) Reactant: [N:1]([CH2:4][CH2:5][N:6]1[C:10]2[CH:11]=[CH:12][C:13]([C:15]([OH:17])=O)=[CH:14][C:9]=2[N:8]=[CH:7]1)=[N+:2]=[N-:3].C1C=CC2N(O)N=NC=2C=1.CCN(C(C)C)C(C)C.[NH2:37][CH:38]1[CH:45]2[CH2:46][C:41]3([OH:48])[CH2:42][CH:43]([CH2:47][CH:39]1[CH2:40]3)[CH2:44]2.CCN=C=NCCCN(C)C.Cl. Product: [OH:48][C:41]12[CH2:46][CH:45]3[CH2:44][CH:43]([CH2:47][CH:39]([CH:38]3[NH:37][C:15]([C:13]3[CH:12]=[CH:11][C:10]4[N:6]([CH2:5][CH2:4][N:1]=[N+:2]=[N-:3])[CH:7]=[N:8][C:9]=4[CH:14]=3)=[O:17])[CH2:40]1)[CH2:42]2. The catalyst class is: 3. (9) Reactant: [OH-].[Na+].[CH3:3][N:4]1[C:12]2[C:7](=[CH:8][CH:9]=[CH:10][CH:11]=2)[C:6]([C:13]2[O:14][C:15]3[CH:21]=[C:20]([CH2:22][C:23]([O:25]C)=[O:24])[CH:19]=[CH:18][C:16]=3[N:17]=2)=[CH:5]1. Product: [CH3:3][N:4]1[C:12]2[C:7](=[CH:8][CH:9]=[CH:10][CH:11]=2)[C:6]([C:13]2[O:14][C:15]3[CH:21]=[C:20]([CH2:22][C:23]([OH:25])=[O:24])[CH:19]=[CH:18][C:16]=3[N:17]=2)=[CH:5]1. The catalyst class is: 295. (10) Reactant: CS(O[CH2:6][CH2:7][O:8][CH2:9][CH2:10][NH:11][C:12]([O:14][C:15]([CH3:18])([CH3:17])[CH3:16])=[O:13])(=O)=O.[CH3:19][S-:20].[Na+]. Product: [CH3:19][S:20][CH2:6][CH2:7][O:8][CH2:9][CH2:10][NH:11][C:12](=[O:13])[O:14][C:15]([CH3:16])([CH3:17])[CH3:18]. The catalyst class is: 9.